Dataset: Forward reaction prediction with 1.9M reactions from USPTO patents (1976-2016). Task: Predict the product of the given reaction. (1) Given the reactants C[C:2]([OH:15])([C:6]([CH3:14])([C:8]1[CH:13]=[CH:12][CH:11]=[CH:10][CH:9]=1)[CH3:7])[C:3]([OH:5])=[O:4].O.O.[OH-].[Li+], predict the reaction product. The product is: [OH:15][CH:2]([C:6]([CH3:14])([C:8]1[CH:13]=[CH:12][CH:11]=[CH:10][CH:9]=1)[CH3:7])[C:3]([OH:5])=[O:4]. (2) Given the reactants [CH:1]1([C:4]2[C:8]([CH:9]=O)=[CH:7][N:6]([C:11]3[CH:16]=[CH:15][N:14]=[C:13]([NH:17][C:18]4[CH:23]=[C:22]([N+:24]([O-])=O)[C:21]([N:27]([CH3:32])[CH:28]5[CH2:31][O:30][CH2:29]5)=[CH:20][C:19]=4[O:33][CH3:34])[N:12]=3)[N:5]=2)[CH2:3][CH2:2]1.Cl.[NH:36]1[CH2:39][CH2:38][CH2:37]1, predict the reaction product. The product is: [N:36]1([CH2:9][C:8]2[C:4]([CH:1]3[CH2:3][CH2:2]3)=[N:5][N:6]([C:11]3[CH:16]=[CH:15][N:14]=[C:13]([NH:17][C:18]4[C:19]([O:33][CH3:34])=[CH:20][C:21]([N:27]([CH3:32])[CH:28]5[CH2:31][O:30][CH2:29]5)=[C:22]([NH:24][C:29](=[O:30])[CH:28]=[CH2:31])[CH:23]=4)[N:12]=3)[CH:7]=2)[CH2:39][CH2:38][CH2:37]1. (3) Given the reactants Br[C:2]1[CH:7]=[CH:6][C:5]([NH:8][C:9]([C:11]2[NH:12][CH:13]=[C:14]([C:16]#[N:17])[N:15]=2)=[O:10])=[C:4]([C:18]2[CH2:23][CH2:22][C:21]([CH3:25])([CH3:24])[CH2:20][CH:19]=2)[CH:3]=1.[CH3:26][O:27][CH2:28][C@H:29]1[O:31][CH2:30]1, predict the reaction product. The product is: [CH3:24][C:21]1([CH3:25])[CH2:22][CH2:23][C:18]([C:4]2[CH:3]=[C:2]([CH2:30][C@@H:29]([OH:31])[CH2:28][O:27][CH3:26])[CH:7]=[CH:6][C:5]=2[NH:8][C:9]([C:11]2[NH:15][C:14]([C:16]#[N:17])=[CH:13][N:12]=2)=[O:10])=[CH:19][CH2:20]1. (4) Given the reactants [Br:1][C:2]1[CH:3]=[C:4](B(O)O)[C:5]([O:8][CH3:9])=[N:6][CH:7]=1.Br[C:14]1[S:22][C:17]2=[CH:18][N:19]=[CH:20][CH:21]=[C:16]2[CH:15]=1.[O-]P([O-])([O-])=O.[K+].[K+].[K+], predict the reaction product. The product is: [Br:1][C:2]1[CH:3]=[C:4]([C:14]2[S:22][C:17]3=[CH:18][N:19]=[CH:20][CH:21]=[C:16]3[CH:15]=2)[C:5]([O:8][CH3:9])=[N:6][CH:7]=1. (5) Given the reactants Br[C:2]1[CH:7]=[CH:6][C:5]([C:8]([F:11])([F:10])[F:9])=[C:4]([F:12])[CH:3]=1.B1(B2OC(C)(C)C(C)(C)O2)OC(C)(C)C(C)(C)O1.C([O-])(=O)C.[K+].Br[C:37]1[CH:38]=[C:39]2[C:44](=[CH:45][CH:46]=1)[NH:43][C:42](=[O:47])[CH:41]([OH:48])[CH2:40]2.C([O-])([O-])=O.[Na+].[Na+], predict the reaction product. The product is: [F:12][C:4]1[CH:3]=[C:2]([C:37]2[CH:38]=[C:39]3[C:44](=[CH:45][CH:46]=2)[NH:43][C:42](=[O:47])[CH:41]([OH:48])[CH2:40]3)[CH:7]=[CH:6][C:5]=1[C:8]([F:11])([F:10])[F:9]. (6) Given the reactants [CH3:1][C:2]1[S:3][C:4]([C:10]2[CH:11]=[C:12]([CH3:16])[CH:13]=[CH:14][CH:15]=2)=[C:5]([C:7]([OH:9])=O)[N:6]=1.[F:17][C:18]1([F:38])[CH2:25][C@H:24]2[C@H:20]([CH2:21][NH:22][C@@H:23]2[CH2:26][N:27]2[C:35](=[O:36])[C:34]3[C:29](=[CH:30][CH:31]=[CH:32][CH:33]=3)[C:28]2=[O:37])[CH2:19]1.CCN(C(C)C)C(C)C, predict the reaction product. The product is: [CH3:1][C:2]1[S:3][C:4]([C:10]2[CH:11]=[C:12]([CH3:16])[CH:13]=[CH:14][CH:15]=2)=[C:5]([C:7]([N:22]2[CH2:21][C@H:20]3[C@H:24]([CH2:25][C:18]([F:17])([F:38])[CH2:19]3)[C@H:23]2[CH2:26][N:27]2[C:28](=[O:37])[C:29]3[C:34](=[CH:33][CH:32]=[CH:31][CH:30]=3)[C:35]2=[O:36])=[O:9])[N:6]=1. (7) Given the reactants [C:1]([O:5][C:6]([N:8]1[CH2:12][C@@H:11]([O:13][CH3:14])[CH2:10][C@H:9]1[C:15](O)=O)=[O:7])([CH3:4])([CH3:3])[CH3:2].[Br:18][C:19]1[CH:28]=[CH:27]C(C(=O)CBr)=[CH:21][CH:20]=1.C([N:32](CC)[CH:33]([CH3:35])[CH3:34])(C)C.C([O-])(=O)C.[NH4+:42], predict the reaction product. The product is: [C:1]([O:5][C:6]([N:8]1[CH2:12][C@@H:11]([O:13][CH3:14])[CH2:10][C@H:9]1[C:15]1[NH:32][C:33]([C:34]2[CH:27]=[CH:28][C:19]([Br:18])=[CH:20][CH:21]=2)=[CH:35][N:42]=1)=[O:7])([CH3:2])([CH3:3])[CH3:4].